This data is from Full USPTO retrosynthesis dataset with 1.9M reactions from patents (1976-2016). The task is: Predict the reactants needed to synthesize the given product. (1) Given the product [O:39]=[S:25]1(=[O:24])[CH2:26][CH2:27][N:28]([CH2:31][C:32]2[CH:37]=[CH:36][C:35]([NH:38][C:19]([C:16]3[CH:15]=[CH:14][C:13]([C:11]4[CH:12]=[C:7]([NH:6][C:4]([CH:1]5[CH2:2][CH2:3]5)=[O:5])[CH:8]=[CH:9][C:10]=4[O:22][CH3:23])=[CH:18][CH:17]=3)=[O:20])=[CH:34][CH:33]=2)[CH2:29][CH2:30]1, predict the reactants needed to synthesize it. The reactants are: [CH:1]1([C:4]([NH:6][C:7]2[CH:8]=[CH:9][C:10]([O:22][CH3:23])=[C:11]([C:13]3[CH:18]=[CH:17][C:16]([C:19](O)=[O:20])=[CH:15][CH:14]=3)[CH:12]=2)=[O:5])[CH2:3][CH2:2]1.[O:24]=[S:25]1(=[O:39])[CH2:30][CH2:29][N:28]([CH2:31][C:32]2[CH:37]=[CH:36][C:35]([NH2:38])=[CH:34][CH:33]=2)[CH2:27][CH2:26]1.CN1CCOCC1.ON1C2C=CC=CC=2N=N1.Cl.CN(CCCN=C=N)C. (2) Given the product [C:13]([C:2]1[C:3]([C:7]2[CH:8]=[N:9][CH:10]=[CH:11][CH:12]=2)=[N:4][O:5][CH:6]=1)#[C:14][CH2:15][CH2:16][CH2:17][CH2:18][CH3:19], predict the reactants needed to synthesize it. The reactants are: Br[C:2]1[C:3]([C:7]2[CH:8]=[N:9][CH:10]=[CH:11][CH:12]=2)=[N:4][O:5][CH:6]=1.[C:13]([Si](C)(C)C)#[C:14][CH2:15][CH2:16][CH2:17][CH2:18][CH3:19].CC([O-])=O.[K+].CCCC[N+](CCCC)(CCCC)CCCC.[F-]. (3) Given the product [C:1]([O:5][C@@H:6]([C:11]1[C:12]([CH3:27])=[N:13][C:14]2[N:15]([N:18]=[C:19]([C:21]3[CH:22]=[CH:23][CH:24]=[CH:25][CH:26]=3)[CH:20]=2)[C:16]=1[N:29]1[CH2:30][CH2:31][C:32]2([CH2:36][CH2:35][CH2:34][CH2:33]2)[CH2:28]1)[C:7]([OH:9])=[O:8])([CH3:3])([CH3:4])[CH3:2], predict the reactants needed to synthesize it. The reactants are: [C:1]([O:5][C@@H:6]([C:11]1[C:12]([CH3:27])=[N:13][C:14]2[N:15]([N:18]=[C:19]([C:21]3[CH:26]=[CH:25][CH:24]=[CH:23][CH:22]=3)[CH:20]=2)[C:16]=1Cl)[C:7]([O:9]C)=[O:8])([CH3:4])([CH3:3])[CH3:2].[CH2:28]1[C:32]2([CH2:36][CH2:35][CH2:34][CH2:33]2)[CH2:31][CH2:30][NH:29]1.C(N(CC)C(C)C)(C)C.[OH-].[Li+]. (4) Given the product [F:77][C:71]1[C:72]([F:76])=[CH:73][CH:74]=[CH:75][C:70]=1[CH2:69][S:68][C:62]1[N:61]=[C:60]([NH:1][S:2]([N:5]2[CH2:10][CH2:9][N:8]([C:11]([O:13][C:14]([CH3:17])([CH3:16])[CH3:15])=[O:12])[CH2:7][C@H:6]2[CH3:18])(=[O:3])=[O:4])[CH:65]=[C:64]([O:66][CH3:67])[N:63]=1, predict the reactants needed to synthesize it. The reactants are: [NH2:1][S:2]([N:5]1[CH2:10][CH2:9][N:8]([C:11]([O:13][C:14]([CH3:17])([CH3:16])[CH3:15])=[O:12])[CH2:7][C@H:6]1[CH3:18])(=[O:4])=[O:3].C1(P(C2CCCCC2)C2C=CC=CC=2C2C(C(C)C)=CC(C(C)C)=CC=2C(C)C)CCCCC1.C(=O)([O-])[O-].[Cs+].[Cs+].Cl[C:60]1[CH:65]=[C:64]([O:66][CH3:67])[N:63]=[C:62]([S:68][CH2:69][C:70]2[CH:75]=[CH:74][CH:73]=[C:72]([F:76])[C:71]=2[F:77])[N:61]=1. (5) Given the product [CH2:1]([O:7][C:8]1[CH:9]=[C:10]([C:28]2[O:32][C:31]([C:33]3[CH:42]=[CH:41][C:36]([C:37]([NH:39][NH:40][C:44]([C:46]4[CH:54]=[CH:53][C:49]([C:50]([O:52][CH3:56])=[O:51])=[CH:48][CH:47]=4)=[O:45])=[O:38])=[CH:35][CH:34]=3)=[N:30][N:29]=2)[CH:11]=[C:12]([O:21][CH2:22][CH2:23][CH2:24][CH2:25][CH2:26][CH3:27])[C:13]=1[O:14][CH2:15][CH2:16][CH2:17][CH2:18][CH2:19][CH3:20])[CH2:2][CH2:3][CH2:4][CH2:5][CH3:6], predict the reactants needed to synthesize it. The reactants are: [CH2:1]([O:7][C:8]1[CH:9]=[C:10]([C:28]2[O:32][C:31]([C:33]3[CH:42]=[CH:41][C:36]([C:37]([NH:39][NH2:40])=[O:38])=[CH:35][CH:34]=3)=[N:30][N:29]=2)[CH:11]=[C:12]([O:21][CH2:22][CH2:23][CH2:24][CH2:25][CH2:26][CH3:27])[C:13]=1[O:14][CH2:15][CH2:16][CH2:17][CH2:18][CH2:19][CH3:20])[CH2:2][CH2:3][CH2:4][CH2:5][CH3:6].Cl[C:44]([C:46]1[CH:54]=[CH:53][C:49]([C:50]([O-:52])=[O:51])=[CH:48][CH:47]=1)=[O:45].N1C=CC=C[CH:56]=1.O.